Dataset: NCI-60 drug combinations with 297,098 pairs across 59 cell lines. Task: Regression. Given two drug SMILES strings and cell line genomic features, predict the synergy score measuring deviation from expected non-interaction effect. Drug 1: C1=NC2=C(N=C(N=C2N1C3C(C(C(O3)CO)O)O)F)N. Drug 2: CC1=C2C(C(=O)C3(C(CC4C(C3C(C(C2(C)C)(CC1OC(=O)C(C(C5=CC=CC=C5)NC(=O)OC(C)(C)C)O)O)OC(=O)C6=CC=CC=C6)(CO4)OC(=O)C)O)C)O. Cell line: IGROV1. Synergy scores: CSS=-0.500, Synergy_ZIP=0.592, Synergy_Bliss=1.26, Synergy_Loewe=-2.72, Synergy_HSA=-2.78.